Dataset: Forward reaction prediction with 1.9M reactions from USPTO patents (1976-2016). Task: Predict the product of the given reaction. (1) Given the reactants [N:1]1[CH:6]=[CH:5][C:4]([C:7]2[N:8]([C:12]3[CH:17]=[CH:16][C:15]([NH2:18])=[CH:14][CH:13]=3)[CH:9]=[CH:10][N:11]=2)=[CH:3][CH:2]=1.[F:19][C:20]1[CH:25]=[CH:24][C:23]([C:26]([F:29])([F:28])[F:27])=[CH:22][C:21]=1[N:30]=[C:31]=[O:32], predict the reaction product. The product is: [F:19][C:20]1[CH:25]=[CH:24][C:23]([C:26]([F:29])([F:28])[F:27])=[CH:22][C:21]=1[NH:30][C:31]([NH:18][C:15]1[CH:16]=[CH:17][C:12]([N:8]2[CH:9]=[CH:10][N:11]=[C:7]2[C:4]2[CH:3]=[CH:2][N:1]=[CH:6][CH:5]=2)=[CH:13][CH:14]=1)=[O:32]. (2) Given the reactants [CH3:1][S:2](Cl)(=[O:4])=[O:3].[C:6]([C:8]1[CH:26]=[CH:25][C:11]([O:12][CH2:13][CH:14]([OH:24])[CH2:15][NH:16][C:17](=[O:23])[O:18][C:19]([CH3:22])([CH3:21])[CH3:20])=[CH:10][CH:9]=1)#[N:7].O.C(Cl)Cl, predict the reaction product. The product is: [CH3:1][S:2]([O:24][CH:14]([CH2:13][O:12][C:11]1[CH:10]=[CH:9][C:8]([C:6]#[N:7])=[CH:26][CH:25]=1)[CH2:15][NH:16][C:17]([O:18][C:19]([CH3:20])([CH3:21])[CH3:22])=[O:23])(=[O:4])=[O:3]. (3) Given the reactants [CH2:1]([O:3][C:4]([CH2:6][N:7]1[CH2:12][CH2:11][NH:10][CH2:9][CH2:8]1)=[O:5])[CH3:2].[Br:13][C:14]1[CH:15]=[C:16]([NH:20][C:21]2[C:30]3[C:25](=[CH:26][C:27]([O:36][CH3:37])=[C:28]([O:31][CH2:32][CH:33]4[CH2:35][O:34]4)[CH:29]=3)[N:24]=[CH:23][N:22]=2)[CH:17]=[CH:18][CH:19]=1, predict the reaction product. The product is: [Br:13][C:14]1[CH:15]=[C:16]([NH:20][C:21]2[C:30]3[C:25](=[CH:26][C:27]([O:36][CH3:37])=[C:28]([O:31][CH2:32][CH:33]([OH:34])[CH2:35][N:10]4[CH2:9][CH2:8][N:7]([CH2:6][C:4]([O:3][CH2:1][CH3:2])=[O:5])[CH2:12][CH2:11]4)[CH:29]=3)[N:24]=[CH:23][N:22]=2)[CH:17]=[CH:18][CH:19]=1. (4) The product is: [C:30]1([O:29][C:27]([N:16]2[CH2:15][CH2:14][N:13]([CH:10]([CH2:11][CH3:12])[C:9]#[C:8][C:4]3[CH:5]=[CH:6][CH:7]=[C:2]([Cl:1])[CH:3]=3)[CH2:18][CH2:17]2)=[O:28])[CH:35]=[CH:34][CH:33]=[CH:32][CH:31]=1. Given the reactants [Cl:1][C:2]1[CH:3]=[C:4]([C:8]#[C:9][CH:10]([N:13]2[CH2:18][CH2:17][NH:16][CH2:15][CH2:14]2)[CH2:11][CH3:12])[CH:5]=[CH:6][CH:7]=1.C(N(CC)CC)C.Cl[C:27]([O:29][C:30]1[CH:35]=[CH:34][CH:33]=[CH:32][CH:31]=1)=[O:28], predict the reaction product. (5) Given the reactants [CH3:1][N:2]1[C:10](=[O:11])[C:9]2[N:8](COCC[Si](C)(C)C)[C:7]([NH:20][C:21]3[CH:26]=[CH:25][CH:24]=[C:23]([C:27]([F:30])([F:29])[F:28])[CH:22]=3)=[N:6][C:5]=2[N:4]([CH3:31])[C:3]1=[O:32].Cl, predict the reaction product. The product is: [CH3:1][N:2]1[C:10](=[O:11])[C:9]2[NH:8][C:7]([NH:20][C:21]3[CH:26]=[CH:25][CH:24]=[C:23]([C:27]([F:30])([F:29])[F:28])[CH:22]=3)=[N:6][C:5]=2[N:4]([CH3:31])[C:3]1=[O:32]. (6) Given the reactants C[O:2][C:3]([C:5]1[C:6]([NH:24][C:25]2[CH:30]=[CH:29][C:28]([I:31])=[CH:27][C:26]=2[F:32])=[C:7]2[C:11](=[CH:12][CH:13]=1)[N:10]([S:14]([C:17]1[CH:22]=[CH:21][C:20]([CH3:23])=[CH:19][CH:18]=1)(=[O:16])=[O:15])[N:9]=[CH:8]2)=[O:4].CCCC[Sn](O[Sn](CCCC)(CCCC)CCCC)(CCCC)CCCC, predict the reaction product. The product is: [F:32][C:26]1[CH:27]=[C:28]([I:31])[CH:29]=[CH:30][C:25]=1[NH:24][C:6]1[C:5]([C:3]([OH:4])=[O:2])=[CH:13][CH:12]=[C:11]2[C:7]=1[CH:8]=[N:9][N:10]2[S:14]([C:17]1[CH:18]=[CH:19][C:20]([CH3:23])=[CH:21][CH:22]=1)(=[O:16])=[O:15]. (7) Given the reactants O=[C:2]1[N:7]=[CH:6][C:5]([C:8]2[CH:17]=[CH:16][C:11]([C:12]([O:14][CH3:15])=[O:13])=[CH:10][CH:9]=2)=[N:4][NH:3]1.P(Cl)(Cl)([Cl:20])=O, predict the reaction product. The product is: [Cl:20][C:2]1[N:3]=[N:4][C:5]([C:8]2[CH:17]=[CH:16][C:11]([C:12]([O:14][CH3:15])=[O:13])=[CH:10][CH:9]=2)=[CH:6][N:7]=1. (8) Given the reactants [Br:1][C:2]1[C:11]2[C:6](=[CH:7][C:8]([C:12]3[N:13]=[C:14]([C:17]4[CH:22]=[CH:21][CH:20]=[CH:19][CH:18]=4)[S:15][CH:16]=3)=[CH:9][CH:10]=2)[CH:5]=[CH:4][C:3]=1[O:23][CH:24]([CH2:29][C:30]1[CH:35]=[CH:34][CH:33]=[CH:32][CH:31]=1)[C:25]([O:27]C)=[O:26].[OH-].[Na+], predict the reaction product. The product is: [Br:1][C:2]1[C:11]2[C:6](=[CH:7][C:8]([C:12]3[N:13]=[C:14]([C:17]4[CH:18]=[CH:19][CH:20]=[CH:21][CH:22]=4)[S:15][CH:16]=3)=[CH:9][CH:10]=2)[CH:5]=[CH:4][C:3]=1[O:23][CH:24]([CH2:29][C:30]1[CH:31]=[CH:32][CH:33]=[CH:34][CH:35]=1)[C:25]([OH:27])=[O:26].